From a dataset of Reaction yield outcomes from USPTO patents with 853,638 reactions. Predict the reaction yield, written as a fraction of the theoretical maximum amount of product (1.0 means a 100% yield; for example, 0.34 means a 34% yield). (1) The reactants are Cl[C:2]1[N:7]=[CH:6][N:5]=[C:4]([C:8]2[C:9]([CH:29]3[CH2:31][CH2:30]3)=[N:10][C:11]([N:16]3[CH2:21][CH2:20][N:19]([C:22](=[O:27])[CH2:23][CH2:24][O:25][CH3:26])[C@H:18]([CH3:28])[CH2:17]3)=[C:12]([CH:15]=2)[C:13]#[N:14])[CH:3]=1.[F:32][C:33]([Si](C)(C1C=CC=CC=1)C1C=CC=CC=1)=[CH2:34]. The catalyst is CN(C=O)C.[Cu]I.Cl[Pd](Cl)([P](C1C=CC=CC=1)(C1C=CC=CC=1)C1C=CC=CC=1)[P](C1C=CC=CC=1)(C1C=CC=CC=1)C1C=CC=CC=1. The product is [CH:29]1([C:9]2[C:8]([C:4]3[CH:3]=[C:2]([C:33]([F:32])=[CH2:34])[N:7]=[CH:6][N:5]=3)=[CH:15][C:12]([C:13]#[N:14])=[C:11]([N:16]3[CH2:21][CH2:20][N:19]([C:22](=[O:27])[CH2:23][CH2:24][O:25][CH3:26])[C@H:18]([CH3:28])[CH2:17]3)[N:10]=2)[CH2:30][CH2:31]1. The yield is 0.300. (2) The reactants are Cl[C:2]1[CH:7]=[C:6]([C:8]2[CH2:13][CH2:12][CH:11]([CH3:14])[CH2:10][CH:9]=2)[N:5]=[C:4]([NH2:15])[N:3]=1.[C:16]([O:20][C:21]([NH:23][CH:24]1[CH2:28][CH2:27][NH:26][CH2:25]1)=[O:22])([CH3:19])([CH3:18])[CH3:17].C(N(CC)CC)C. The catalyst is CCO. The product is [NH2:15][C:4]1[N:3]=[C:2]([N:26]2[CH2:27][CH2:28][CH:24]([NH:23][C:21](=[O:22])[O:20][C:16]([CH3:18])([CH3:17])[CH3:19])[CH2:25]2)[CH:7]=[C:6]([C:8]2[CH2:13][CH2:12][CH:11]([CH3:14])[CH2:10][CH:9]=2)[N:5]=1. The yield is 0.720. (3) The reactants are CC([Si](C1C=CC=CC=1)(C1C=CC=CC=1)[O:6][C:7]1[C:15]2[N:14]=[C:13]([CH3:16])[N:12]([CH2:17][C:18]3[C:27]4[C:22](=[CH:23][CH:24]=[CH:25][CH:26]=4)[CH:21]=[CH:20][CH:19]=3)[C:11]=2[CH:10]=[C:9]([N:28]2[CH2:33][CH2:32][O:31][CH2:30][CH2:29]2)[CH:8]=1)(C)C.CCCC[N+](CCCC)(CCCC)CCCC.[F-]. The catalyst is C1COCC1. The product is [CH3:16][C:13]1[N:12]([CH2:17][C:18]2[C:27]3[C:22](=[CH:23][CH:24]=[CH:25][CH:26]=3)[CH:21]=[CH:20][CH:19]=2)[C:11]2[CH:10]=[C:9]([N:28]3[CH2:33][CH2:32][O:31][CH2:30][CH2:29]3)[CH:8]=[C:7]([OH:6])[C:15]=2[N:14]=1. The yield is 0.940. (4) The reactants are Br[C:2]1[C:11]2[C:6]3=[C:7]([CH2:12][CH2:13][O:14][C:5]3=[CH:4][CH:3]=1)[CH:8]=[CH:9][N:10]=2.[B:15]1(B2OC(C)(C)C(C)(C)O2)[O:19]C(C)(C)C(C)(C)[O:16]1.C([O-])(=O)C.[K+]. The catalyst is O1CCOCC1.C1CCC(P(C2CCCCC2)C2CCCCC2)CC1.C1CCC(P(C2CCCCC2)C2CCCCC2)CC1.[Pd]. The product is [O:14]1[C:5]2[C:6]3[C:11]([C:2]([B:15]([OH:19])[OH:16])=[CH:3][CH:4]=2)=[N:10][CH:9]=[CH:8][C:7]=3[CH2:12][CH2:13]1. The yield is 0.250. (5) The reactants are [CH2:1]([S:5]([C:8]1[CH:17]=[CH:16][C:11]([C:12]([O:14]C)=[O:13])=[CH:10][CH:9]=1)(=[O:7])=[O:6])[CH:2]([CH3:4])[CH3:3].[OH-].[Na+]. The catalyst is O1CCOCC1. The product is [CH2:1]([S:5]([C:8]1[CH:17]=[CH:16][C:11]([C:12]([OH:14])=[O:13])=[CH:10][CH:9]=1)(=[O:7])=[O:6])[CH:2]([CH3:4])[CH3:3]. The yield is 0.980. (6) The reactants are [O-]P([O-])([O-])=O.[K+].[K+].[K+].[CH2:9]([NH2:16])[C:10]1[CH:15]=[CH:14][CH:13]=[CH:12][CH:11]=1.Cl[C:18]1[CH:26]=[CH:25][CH:24]=[CH:23][C:19]=1[C:20]([OH:22])=[O:21].C(O)CO. The catalyst is [Cu]I.C(O)CCC. The product is [CH2:9]([NH:16][C:18]1[CH:26]=[CH:25][CH:24]=[CH:23][C:19]=1[C:20]([OH:22])=[O:21])[C:10]1[CH:15]=[CH:14][CH:13]=[CH:12][CH:11]=1. The yield is 0.480. (7) The reactants are F[C:2]1[CH:3]=[N:4][C:5]2[C:10]([N:11]=1)=[C:9]([C:12]1[NH:20][C:19]3[CH2:18][CH2:17][NH:16][C:15](=[O:21])[C:14]=3[CH:13]=1)[CH:8]=[CH:7][CH:6]=2.[CH3:22][C:23]1([CH3:29])[CH2:28][NH:27][CH2:26][CH2:25][NH:24]1. No catalyst specified. The product is [CH3:22][C:23]1([CH3:29])[NH:24][CH2:25][CH2:26][N:27]([C:2]2[CH:3]=[N:4][C:5]3[C:10]([N:11]=2)=[C:9]([C:12]2[NH:20][C:19]4[CH2:18][CH2:17][NH:16][C:15](=[O:21])[C:14]=4[CH:13]=2)[CH:8]=[CH:7][CH:6]=3)[CH2:28]1. The yield is 0.670.